Dataset: Forward reaction prediction with 1.9M reactions from USPTO patents (1976-2016). Task: Predict the product of the given reaction. (1) Given the reactants [NH:1]1[C:9]2[C:4](=[CH:5][CH:6]=[CH:7][CH:8]=2)[CH:3]=[C:2]1[C:10]([O:12][CH2:13][CH3:14])=[O:11].[C:15]1(=[O:21])[CH2:20][CH2:19][CH2:18][CH:17]=[CH:16]1.FC(F)(F)S([O-])(=O)=O.[Bi+3].FC(F)(F)S([O-])(=O)=O.FC(F)(F)S([O-])(=O)=O, predict the reaction product. The product is: [O:21]=[C:15]1[CH2:20][CH2:19][CH2:18][CH:17]([C:3]2[C:4]3[C:9](=[CH:8][CH:7]=[CH:6][CH:5]=3)[NH:1][C:2]=2[C:10]([O:12][CH2:13][CH3:14])=[O:11])[CH2:16]1. (2) The product is: [OH:9][C:10]1[CH:19]=[C:18]2[C:13]([C:14]([NH:20][C:21]3[CH:22]=[C:23]4[C:27](=[CH:28][CH:29]=3)[NH:26][CH:25]=[CH:24]4)=[N:15][CH:16]=[N:17]2)=[CH:12][C:11]=1[O:30][CH3:31]. Given the reactants Cl.C([O:9][C:10]1[CH:19]=[C:18]2[C:13]([C:14]([NH:20][C:21]3[CH:22]=[C:23]4[C:27](=[CH:28][CH:29]=3)[NH:26][CH:25]=[CH:24]4)=[N:15][CH:16]=[N:17]2)=[CH:12][C:11]=1[O:30][CH3:31])C1C=CC=CC=1.C([O-])=O.[NH4+], predict the reaction product. (3) Given the reactants [CH:1](NC(C)C)(C)C.C([Li])CCC.[Cl:13][C:14]1[CH:19]=[CH:18][C:17]([CH2:20][C:21]([O:23][CH3:24])=[O:22])=[CH:16][C:15]=1[C:25]([F:28])([F:27])[F:26].CI.Cl, predict the reaction product. The product is: [Cl:13][C:14]1[CH:19]=[CH:18][C:17]([CH:20]([CH3:1])[C:21]([O:23][CH3:24])=[O:22])=[CH:16][C:15]=1[C:25]([F:26])([F:27])[F:28]. (4) Given the reactants [F:1][C:2]([F:33])([F:32])[C:3]1[CH:4]=[C:5]([C:13]2[CH:18]=[CH:17][C:16]([C:19]([N:21]3[CH2:25][CH2:24][CH:23]([C:26]4[CH:27]=[N:28][CH:29]=[CH:30][CH:31]=4)[CH2:22]3)=[O:20])=[CH:15][CH:14]=2)[CH:6]=[C:7]([C:9]([F:12])([F:11])[F:10])[CH:8]=1.Br[C:35]1C=CC(C(N2CCC(C3C=NC=CC=3)C2)=O)=[CH:37][C:36]=1[O:54]C(C)C, predict the reaction product. The product is: [CH:36]([O:54][C:14]1[CH:15]=[C:16]([C:19]([N:21]2[CH2:25][CH2:24][CH:23]([C:26]3[CH:27]=[N:28][CH:29]=[CH:30][CH:31]=3)[CH2:22]2)=[O:20])[CH:17]=[CH:18][C:13]=1[C:5]1[CH:4]=[C:3]([C:2]([F:1])([F:32])[F:33])[CH:8]=[C:7]([C:9]([F:10])([F:11])[F:12])[CH:6]=1)([CH3:37])[CH3:35]. (5) The product is: [CH:14]1([C:11]2[CH:12]=[CH:13][C:8]3[N:7]=[C:20]([C:22]4[CH:27]=[CH:26][CH:25]=[C:24]([N:28]5[CH:32]=[CH:31][N:30]=[CH:29]5)[CH:23]=4)[CH2:19][C:18](=[O:33])[NH:17][C:9]=3[CH:10]=2)[CH2:16][CH2:15]1. Given the reactants C(OC(=O)[NH:7][C:8]1[CH:13]=[CH:12][C:11]([CH:14]2[CH2:16][CH2:15]2)=[CH:10][C:9]=1[NH:17][C:18](=[O:33])[CH2:19][C:20]([C:22]1[CH:27]=[CH:26][CH:25]=[C:24]([N:28]2[CH:32]=[CH:31][N:30]=[CH:29]2)[CH:23]=1)=O)(C)(C)C.C(O)(C(F)(F)F)=O, predict the reaction product. (6) The product is: [N:13]1([S:9]([C:6]2[CH:7]=[CH:8][C:3]([C:1]#[N:2])=[CH:4][CH:5]=2)(=[O:11])=[O:10])[CH2:18][CH2:17][CH2:16][CH2:15][CH2:14]1. Given the reactants [C:1]([C:3]1[CH:8]=[CH:7][C:6]([S:9](Cl)(=[O:11])=[O:10])=[CH:5][CH:4]=1)#[N:2].[NH:13]1[CH2:18][CH2:17][CH2:16][CH2:15][CH2:14]1.C(N(CC)CC)C, predict the reaction product.